Dataset: Forward reaction prediction with 1.9M reactions from USPTO patents (1976-2016). Task: Predict the product of the given reaction. Given the reactants [OH:1][C@@:2]1([C:9]#[C:10][C:11]2[CH:12]=[C:13]([N:17]3[C:25]4[CH2:24][CH2:23][N:22]([C:26]5[S:27][CH:28]=[CH:29][N:30]=5)[CH2:21][C:20]=4[C:19]([C:31]([O:33]CC)=O)=[N:18]3)[CH:14]=[CH:15][CH:16]=2)[CH2:6][CH2:5][N:4]([CH3:7])[C:3]1=[O:8].[NH3:36], predict the reaction product. The product is: [OH:1][C@@:2]1([C:9]#[C:10][C:11]2[CH:12]=[C:13]([N:17]3[C:25]4[CH2:24][CH2:23][N:22]([C:26]5[S:27][CH:28]=[CH:29][N:30]=5)[CH2:21][C:20]=4[C:19]([C:31]([NH2:36])=[O:33])=[N:18]3)[CH:14]=[CH:15][CH:16]=2)[CH2:6][CH2:5][N:4]([CH3:7])[C:3]1=[O:8].